From a dataset of Reaction yield outcomes from USPTO patents with 853,638 reactions. Predict the reaction yield, written as a fraction of the theoretical maximum amount of product (1.0 means a 100% yield; for example, 0.34 means a 34% yield). (1) The reactants are [CH3:1][O:2][C:3]1[C:12]([NH:13][C:14](=[O:18])OCC)=[N:11][C:10]2[C:5](=[CH:6][C:7]([O:21][CH3:22])=[C:8]([O:19][CH3:20])[CH:9]=2)[N:4]=1.[Br:23][C:24]1[CH:25]=[C:26]([N:30]2[CH2:35][CH2:34][NH:33][CH2:32][CH2:31]2)[CH:27]=[CH:28][CH:29]=1. No catalyst specified. The product is [CH3:1][O:2][C:3]1[C:12]([NH:13][C:14]([N:33]2[CH2:32][CH2:31][N:30]([C:26]3[CH:27]=[CH:28][CH:29]=[C:24]([Br:23])[CH:25]=3)[CH2:35][CH2:34]2)=[O:18])=[N:11][C:10]2[C:5](=[CH:6][C:7]([O:21][CH3:22])=[C:8]([O:19][CH3:20])[CH:9]=2)[N:4]=1. The yield is 0.630. (2) The reactants are [O:1]1[CH:5]=[CH:4][C:3]([C:6]([C:13]2[CH:18]=[CH:17][CH:16]=[CH:15][CH:14]=2)([O:8][Si:9]([CH3:12])([CH3:11])[CH3:10])[CH3:7])=[CH:2]1.[Li]C(CC)C.C1CCCCC1.CN([CH:33]=[O:34])C. The catalyst is C1COCC1. The product is [C:13]1([C:6]([C:3]2[CH:4]=[C:5]([CH:33]=[O:34])[O:1][CH:2]=2)([O:8][Si:9]([CH3:12])([CH3:10])[CH3:11])[CH3:7])[CH:14]=[CH:15][CH:16]=[CH:17][CH:18]=1. The yield is 0.700. (3) The reactants are CN(C)[CH:3]=[O:4].C(Cl)(=O)C(Cl)=O.[CH3:12][O:13][C:14]1[CH:18]=[CH:17][O:16][CH:15]=1. The catalyst is ClCCl. The product is [CH3:12][O:13][C:14]1[CH:15]=[CH:3][O:4][C:18]=1[CH:17]=[O:16]. The yield is 0.550. (4) The reactants are Cl[C:2]1[CH:10]=[CH:9][C:5]([C:6]([OH:8])=[O:7])=[CH:4][CH:3]=1.[C:11]([C:14]1[CH:15]=[C:16](B(O)O)[CH:17]=[CH:18][CH:19]=1)([OH:13])=[O:12].C([O-])([O-])=O.[K+].[K+]. The catalyst is CC([O-])=O.CC([O-])=O.[Pd+2].C1(P(C2CCCCC2)C2C=CC=CC=2C2C(OC)=CC=C(S([O-])(=O)=O)C=2OC)CCCCC1.[Na+].O. The product is [C:10]1([C:17]2[CH:16]=[CH:15][C:14]([C:11]([OH:13])=[O:12])=[CH:19][CH:18]=2)[CH:2]=[CH:3][CH:4]=[C:5]([C:6]([OH:8])=[O:7])[CH:9]=1. The yield is 0.950.